This data is from Reaction yield outcomes from USPTO patents with 853,638 reactions. The task is: Predict the reaction yield, written as a fraction of the theoretical maximum amount of product (1.0 means a 100% yield; for example, 0.34 means a 34% yield). (1) The reactants are [Li]CCCC.[CH:6]([C@H:9]1[CH2:13][O:12][C:11](=[O:14])[NH:10]1)([CH3:8])[CH3:7].[C:15]1([CH2:21][CH2:22][C:23](Cl)=[O:24])[CH:20]=[CH:19][CH:18]=[CH:17][CH:16]=1. The catalyst is C1COCC1. The product is [CH:6]([C@H:9]1[CH2:13][O:12][C:11](=[O:14])[N:10]1[C:23](=[O:24])[CH2:22][CH2:21][C:15]1[CH:20]=[CH:19][CH:18]=[CH:17][CH:16]=1)([CH3:8])[CH3:7]. The yield is 0.900. (2) The reactants are C[Si]([C:5]#[C:6][C:7]1[CH:12]=[CH:11][C:10]([C:13]2[CH:18]=[CH:17][CH:16]=[CH:15][N:14]=2)=[CH:9][CH:8]=1)(C)C.[F-].C([N+](CCCC)(CCCC)CCCC)CCC.ClCCl.O. The yield is 0.900. The product is [C:6]([C:7]1[CH:12]=[CH:11][C:10]([C:13]2[CH:18]=[CH:17][CH:16]=[CH:15][N:14]=2)=[CH:9][CH:8]=1)#[CH:5]. The catalyst is O1CCCC1. (3) The reactants are [C:1]([O:5][C:6](=[O:17])[NH:7][CH2:8][CH:9]1[CH2:14][CH2:13][CH:12]([CH2:15][OH:16])[CH2:11][CH2:10]1)([CH3:4])([CH3:3])[CH3:2].CC(OI1(OC(C)=O)(OC(C)=O)OC(=O)C2C=CC=CC1=2)=O.C([O-])(O)=O.[Na+].[O-]S([O-])(=S)=O.[Na+].[Na+]. The catalyst is C(Cl)Cl. The product is [C:1]([O:5][C:6](=[O:17])[NH:7][CH2:8][CH:9]1[CH2:10][CH2:11][CH:12]([CH:15]=[O:16])[CH2:13][CH2:14]1)([CH3:2])([CH3:4])[CH3:3]. The yield is 0.820. (4) The reactants are Br[C:2]1[CH:7]=[CH:6][C:5]([C:8]2([CH3:23])[CH2:11][N:10]([C:12]3[NH:13][C:14](=[O:22])[C:15]4[CH:20]=[CH:19][N:18]([CH3:21])[C:16]=4[N:17]=3)[CH2:9]2)=[CH:4][CH:3]=1.[H][H]. The catalyst is C(OCC)(=O)C.CO.[Pd]. The product is [CH3:21][N:18]1[C:16]2[N:17]=[C:12]([N:10]3[CH2:9][C:8]([CH3:23])([C:5]4[CH:6]=[CH:7][CH:2]=[CH:3][CH:4]=4)[CH2:11]3)[NH:13][C:14](=[O:22])[C:15]=2[CH:20]=[CH:19]1. The yield is 0.546. (5) The reactants are [F:1][CH2:2][C@@H:3]1[CH2:12][N:11]2[C@H:6]([CH2:7][O:8][CH2:9][CH2:10]2)[CH2:5][N:4]1CC1C=CC=CC=1. The catalyst is CC(O)=O.[Pd]. The product is [F:1][CH2:2][C@@H:3]1[CH2:12][N:11]2[C@H:6]([CH2:7][O:8][CH2:9][CH2:10]2)[CH2:5][NH:4]1. The yield is 0.780. (6) The reactants are [Cl:1][C:2]1[C:14]([I:15])=[CH:13][C:5]2[C:6](=[O:12])[CH2:7][CH2:8][C:9](=[O:11])[NH:10][C:4]=2[CH:3]=1.[CH3:16][N:17]([CH:19](OC)OC)[CH3:18].CCOCC. The catalyst is C1COCC1. The product is [Cl:1][C:2]1[C:14]([I:15])=[CH:13][C:5]2[C:6](=[O:12])/[C:7](=[CH:16]\[N:17]([CH3:19])[CH3:18])/[CH2:8][C:9](=[O:11])[NH:10][C:4]=2[CH:3]=1. The yield is 0.820. (7) The reactants are [NH:1]1[CH2:5][CH2:4][CH:3]([C:6]2[NH:10][C:9]3[CH:11]=[CH:12][C:13]([C:15]#[N:16])=[CH:14][C:8]=3[N:7]=2)[CH2:2]1.Br[C:18]1[C:23]([Cl:24])=[CH:22][CH:21]=[CH:20][N:19]=1. The catalyst is N1C=CC=CC=1. The product is [Cl:24][C:23]1[C:18]([N:1]2[CH2:5][CH2:4][CH:3]([C:6]3[NH:10][C:9]4[CH:11]=[CH:12][C:13]([C:15]#[N:16])=[CH:14][C:8]=4[N:7]=3)[CH2:2]2)=[N:19][CH:20]=[CH:21][CH:22]=1. The yield is 0.180. (8) The reactants are [Cl:1][C:2]1[CH:3]=[C:4]([CH:8]=[C:9](Cl)[N:10]=1)[C:5]([OH:7])=[O:6].[CH3:12][NH2:13].Cl. The catalyst is O. The product is [Cl:1][C:2]1[CH:3]=[C:4]([CH:8]=[C:9]([NH:13][CH3:12])[N:10]=1)[C:5]([OH:7])=[O:6]. The yield is 1.00.